From a dataset of Forward reaction prediction with 1.9M reactions from USPTO patents (1976-2016). Predict the product of the given reaction. (1) Given the reactants B(Cl)([C@@H]1[C@@H](C)[C@@H]2C(C)(C)[C@@H](C2)C1)[C@@H]1[C@@H](C)[C@@H]2C(C)(C)[C@@H](C2)C1.[CH3:23][C:24]([C:26]1[CH:31]=[C:30]([F:32])[C:29]([F:33])=[C:28]([F:34])[CH:27]=1)=[O:25], predict the reaction product. The product is: [F:32][C:30]1[CH:31]=[C:26]([C@H:24]([OH:25])[CH3:23])[CH:27]=[C:28]([F:34])[C:29]=1[F:33]. (2) Given the reactants [Cl:1][C:2]1[C:7]([CH2:8][CH2:9][CH:10]=O)=[CH:6][C:5]([C:12]#[N:13])=[CH:4][C:3]=1[NH:14][C:15](=[O:21])[O:16][C:17]([CH3:20])([CH3:19])[CH3:18].[CH3:22][N:23]1[CH2:28][CH2:27][NH:26][CH2:25][CH2:24]1.C(O)(=O)C.C(O[BH-](OC(=O)C)OC(=O)C)(=O)C.[Na+], predict the reaction product. The product is: [Cl:1][C:2]1[C:7]([CH2:8][CH2:9][CH2:10][N:26]2[CH2:27][CH2:28][N:23]([CH3:22])[CH2:24][CH2:25]2)=[CH:6][C:5]([C:12]#[N:13])=[CH:4][C:3]=1[NH:14][C:15](=[O:21])[O:16][C:17]([CH3:20])([CH3:19])[CH3:18]. (3) The product is: [Br:1][C:2]1[CH:3]=[CH:4][C:5]([O:9][CH2:10][CH2:11][N:12]([CH3:14])[CH3:13])=[C:6]([NH:7][S:16]([CH3:15])(=[O:18])=[O:17])[CH:8]=1. Given the reactants [Br:1][C:2]1[CH:3]=[CH:4][C:5]([O:9][CH2:10][CH2:11][N:12]([CH3:14])[CH3:13])=[C:6]([CH:8]=1)[NH2:7].[CH3:15][S:16](Cl)(=[O:18])=[O:17].N1C=CC=CC=1, predict the reaction product. (4) Given the reactants [F:1]/[C:2](/[C:14]1[CH:18]=[C:17]([CH3:19])[NH:16][N:15]=1)=[CH:3]\[C:4]1[CH:9]=[CH:8][C:7]([C:10]([F:13])([F:12])[F:11])=[CH:6][CH:5]=1.Br[CH2:21][C:22]1[CH:23]=[C:24]([CH:29]=[CH:30][CH:31]=1)[C:25]([O:27][CH3:28])=[O:26], predict the reaction product. The product is: [F:1]/[C:2](/[C:14]1[CH:18]=[C:17]([CH3:19])[N:16]([CH2:21][C:22]2[CH:23]=[C:24]([CH:29]=[CH:30][CH:31]=2)[C:25]([O:27][CH3:28])=[O:26])[N:15]=1)=[CH:3]\[C:4]1[CH:5]=[CH:6][C:7]([C:10]([F:13])([F:12])[F:11])=[CH:8][CH:9]=1. (5) Given the reactants COC1C=CC(C[N:8]([C:22]2[S:23][CH:24]=[CH:25][N:26]=2)[S:9]([C:12]2[CH:13]=[CH:14][C:15]3[NH:20][CH2:19][CH2:18][O:17][C:16]=3[CH:21]=2)(=[O:11])=[O:10])=CC=1.Br[C:30]1[CH:37]=[CH:36][C:35]([O:38][CH3:39])=[CH:34][C:31]=1[C:32]#[N:33].CC1(C)C2C(=C(P(C3C=CC=CC=3)C3C=CC=CC=3)C=CC=2)OC2C(P(C3C=CC=CC=3)C3C=CC=CC=3)=CC=CC1=2.CC(C)([O-])C.[Na+].[F:88][C:89]([F:94])([F:93])[C:90]([OH:92])=[O:91], predict the reaction product. The product is: [F:88][C:89]([F:94])([F:93])[C:90]([OH:92])=[O:91].[C:32]([C:31]1[CH:34]=[C:35]([O:38][CH3:39])[CH:36]=[CH:37][C:30]=1[N:20]1[CH2:19][CH2:18][O:17][C:16]2[CH:21]=[C:12]([S:9]([NH:8][C:22]3[S:23][CH:24]=[CH:25][N:26]=3)(=[O:10])=[O:11])[CH:13]=[CH:14][C:15]1=2)#[N:33]. (6) The product is: [NH2:10][C:9]1[N:1]=[CH:2][N:3]=[C:4]2[C:8]=1[N:7]=[CH:6][N:5]2[CH:16]1[CH2:17][CH2:12][CH2:13][N:14]([C:18]([O:20][C:21]([CH3:24])([CH3:23])[CH3:22])=[O:19])[CH2:15]1. Given the reactants [N:1]1[C:9]([NH2:10])=[C:8]2[C:4]([NH:5][CH:6]=[N:7]2)=[N:3][CH:2]=1.O[CH:12]1[CH2:17][CH2:16][CH2:15][N:14]([C:18]([O:20][C:21]([CH3:24])([CH3:23])[CH3:22])=[O:19])[CH2:13]1.C1C=CC(P(C2C=CC=CC=2)C2C=CC=CC=2)=CC=1.CC(OC(/N=N/C(OC(C)C)=O)=O)C, predict the reaction product. (7) Given the reactants Cl.[NH2:2][OH:3].C(N(CC)CC)C.[C:11]([N:15]1[C:19]([C:20]2[CH:25]=[CH:24][C:23]([N:26]3[CH2:31][CH2:30][CH2:29][CH2:28][CH2:27]3)=[CH:22][CH:21]=2)=[CH:18][C:17]([CH:32]=O)=[N:16]1)([CH3:14])([CH3:13])[CH3:12], predict the reaction product. The product is: [C:11]([N:15]1[C:19]([C:20]2[CH:25]=[CH:24][C:23]([N:26]3[CH2:31][CH2:30][CH2:29][CH2:28][CH2:27]3)=[CH:22][CH:21]=2)=[CH:18][C:17]([CH:32]=[N:2][OH:3])=[N:16]1)([CH3:14])([CH3:13])[CH3:12]. (8) Given the reactants Cl[C:2]1[C:11]2[C:6](=[CH:7][C:8]([CH3:12])=[CH:9][CH:10]=2)[N:5]=[C:4]([C:13]2[CH:18]=[CH:17][CH:16]=[CH:15][C:14]=2[OH:19])[N:3]=1.Cl.[NH:21]1[CH2:26][CH2:25][CH2:24][CH:23]([CH2:27][NH:28][C:29](=[O:38])[O:30][CH2:31][C:32]2[CH:37]=[CH:36][CH:35]=[CH:34][CH:33]=2)[CH2:22]1.C(N(CC)CC)C, predict the reaction product. The product is: [OH:19][C:14]1[CH:15]=[CH:16][CH:17]=[CH:18][C:13]=1[C:4]1[N:3]=[C:2]([N:21]2[CH2:26][CH2:25][CH2:24][CH:23]([CH2:27][NH:28][C:29](=[O:38])[O:30][CH2:31][C:32]3[CH:37]=[CH:36][CH:35]=[CH:34][CH:33]=3)[CH2:22]2)[C:11]2[C:6](=[CH:7][C:8]([CH3:12])=[CH:9][CH:10]=2)[N:5]=1.